Dataset: Experimentally validated miRNA-target interactions with 360,000+ pairs, plus equal number of negative samples. Task: Binary Classification. Given a miRNA mature sequence and a target amino acid sequence, predict their likelihood of interaction. (1) The miRNA is hsa-miR-6835-3p with sequence AAAAGCACUUUUCUGUCUCCCAG. The protein sequence of the target gene is MAAAPLLLLLLLVPVPLLPLLAQGPGGALGNRHAVYWNSSNQHLRREGYTVQVNVNDYLDIYCPHYNSSGVGPGAGPGPGGGAEQYVLYMVSRNGYRTCNASQGFKRWECNRPHAPHSPIKFSEKFQRYSAFSLGYEFHAGHEYYYISTPTHNLHWKCLRMKVFVCCASTSHSGEKPVPTLPQFTMGPNVKINVLEDFEGENPQVPKLEKSISGTSPKREHLPLAVGIAFFLMTFLAS. Result: 1 (interaction). (2) The miRNA is hsa-miR-760 with sequence CGGCUCUGGGUCUGUGGGGA. The protein sequence of the target gene is MFTLSQTSRAWFIDRARQAREERLVQKERERAAVVIQAHVRSFLCRSRLQRDIRREIDDFFKADDPESTKRSALCIFKIARKLLFLFRIKEDNERFEKLCRSILSSMDAENEPKVWYVSLACSKDLTLLWIQQIKNILWYCCDFLKQLKPEILQDSRLITLYLTMLVTFTDTSTWKILRGKGESLRPAMNHICANIMGHLNQHGFYSVLQILLTRGLARPRPCLSKGTLTAAFSLALRPVIAAQFSDNLIRPFLIHIMSVPALVTHLSTVTPERLTVLESHDMLRKFIIFLRDQDRCRDV.... Result: 1 (interaction).